From a dataset of Drug-target binding data from BindingDB using IC50 measurements. Regression. Given a target protein amino acid sequence and a drug SMILES string, predict the binding affinity score between them. We predict pIC50 (pIC50 = -log10(IC50 in M); higher means more potent). Dataset: bindingdb_ic50. (1) The compound is Cn1c(N)nc2c(Oc3ccc4c(c3)CCCN(CCC(=O)O)C4=O)cccc21. The target protein (P08514) has sequence MARALCPLQALWLLEWVLLLLGPCAAPPAWALNLDPVQLTFYAGPNGSQFGFSLDFHKDSHGRVAIVVGAPRTLGPSQEETGGVFLCPWRAEGGQCPSLLFDLRDETRNVGSQTLQTFKARQGLGASVVSWSDVIVACAPWQHWNVLEKTEEAEKTPVGSCFLAQPESGRRAEYSPCRGNTLSRIYVENDFSWDKRYCEAGFSSVVTQAGELVLGAPGGYYFLGLLAQAPVADIFSSYRPGILLWHVSSQSLSFDSSNPEYFDGYWGYSVAVGEFDGDLNTTEYVVGAPTWSWTLGAVEILDSYYQRLHRLRGEQMASYFGHSVAVTDVNGDGRHDLLVGAPLYMESRADRKLAEVGRVYLFLQPRGPHALGAPSLLLTGTQLYGRFGSAIAPLGDLDRDGYNDIAVAAPYGGPSGRGQVLVFLGQSEGLRSRPSQVLDSPFPTGSAFGFSLRGAVDIDDNGYPDLIVGAYGANQVAVYRAQPVVKASVQLLVQDSLNPA.... The pIC50 is 5.0. (2) The drug is Br.Oc1cc2c(c(Sc3ccccc3)c1O)CCNCC2. The target protein sequence is MGSAVAEQGVWQLLLVTFVSYALLPVRSLLAIGFGLVVAASHLLVTAALVPAKRPRLWRTLGANALLFFGVNMYGVFVRILTERSQRKAFLQARNCIEDRLRLEDENEKQERLLMSLLPRNVAMEMKEDFLKPPERIFHKIYIQRHDNVSILFADIVGFTGLASQCTAQELVKLLNELFGKFDELATENHCRRIKILGDCYYCVSGLTQPKTDHAHCCVEMGLDMIDTITSVAEATEVDLNMRVGLHTGRVLCGVLGLRKWQYDVWSNDVTLANVMEAAGLPGKVHITKTTLACLNGDYEVEPGHGHERNTFLRTHNIETFFIVPSHRRKIFPGLILSDIKPAKRMKFKTVCYLLVQLMHCRKMFKAEIPFSNVMTCEDDDKRRALRTASEKLRNRSSFSTNVVYTTPGTRVNRYISRLLEARQTELEMADLNFFTLKYKHVEREQKYHQLQDEYFTSAVVLALILATLFGLIYLLVIPQSVAVLLLLVFSICFLVACTL.... The pIC50 is 5.6. (3) The drug is COc1cc(C(c2cc3c(cc2O)OCO3)N2CCOCC2)ccc1O. The target protein (P84022) has sequence MSSILPFTPPIVKRLLGWKKGEQNGQEEKWCEKAVKSLVKKLKKTGQLDELEKAITTQNVNTKCITIPRSLDGRLQVSHRKGLPHVIYCRLWRWPDLHSHHELRAMELCEFAFNMKKDEVCVNPYHYQRVETPVLPPVLVPRHTEIPAEFPPLDDYSHSIPENTNFPAGIEPQSNIPETPPPGYLSEDGETSDHQMNHSMDAGSPNLSPNPMSPAHNNLDLQPVTYCEPAFWCSISYYELNQRVGETFHASQPSMTVDGFTDPSNSERFCLGLLSNVNRNAAVELTRRHIGRGVRLYYIGGEVFAECLSDSAIFVQSPNCNQRYGWHPATVCKIPPGCNLKIFNNQEFAALLAQSVNQGFEAVYQLTRMCTIRMSFVKGWGAEYRRQTVTSTPCWIELHLNGPLQWLDKVLTQMGSPSIRCSSVS. The pIC50 is 5.0. (4) The drug is Cc1ccc(C(CCC(=O)NO)P(=O)(O)O)cc1. The target protein (P45568) has sequence MKQLTILGSTGSIGCSTLDVVRHNPEHFRVVALVAGKNVTRMVEQCLEFSPRYAVMDDEASAKLLKTMLQQQGSRTEVLSGQQAACDMAALEDVDQVMAAIVGAAGLLPTLAAIRAGKTILLANKESLVTCGRLFMDAVKQSKAQLLPVDSEHNAIFQSLPQPIQHNLGYADLEQNGVVSILLTGSGGPFRETPLRDLATMTPDQACRHPNWSMGRKISVDSATMMNKGLEYIEARWLFNASASQMEVLIHPQSVIHSMVRYQDGSVLAQLGEPDMRTPIAHTMAWPNRVNSGVKPLDFCKLSALTFAAPDYDRYPCLKLAMEAFEQGQAATTALNAANEITVAAFLAQQIRFTDIAALNLSVLEKMDMREPQCVDDVLSVDANAREVARKEVMRLAS. The pIC50 is 6.2. (5) The small molecule is CCn1c(-c2nonc2N)nc2cncc(CNC3CCNCC3)c21. The target protein (Q63644) has sequence MSTGDSFETRFEKIDNLLRDPKSEVNSDCLLDGLDALVYDLDFPALRKNKNIDNFLSRYKDTINKIRDLRMKAEDYEVVKVIGRGAFGEVQLVRHKSTRKVYAMKLLSKFEMIKRSDSAFFWEERDIMAFANSPWVVQLFYAFQDDRYLYMVMEYMPGGDLVNLMSNYDVPEKWARFYTAEVVLALDAIHSMGFIHRDVKPDNMLLDKSGHLKLADFGTCMKMNKEGMVRCDTAVGTPDYISPEVLKSQGGDGYYGRECDWWSVGVFLYEMLVGDTPFYADSLVGTYSKIMNHKNSLTFPDDNDISKEAKNLICAFLTDREVRLGRNGVEEIKRHLFFKNDQWAWETLRDTVAPVVPDLSSDIDTSNFDDLEEDKGDEETFPIPKAFVGNQLPFVGFTYYSNRRYLPSANPSENRSSSNVDKNVQESLQKTIYKLEEQLHNEMQLKDEMEQKCRTSNIKLDKIMKELDEEGNQRRNLESAVSQIEKEKMLLQHRINEYQR.... The pIC50 is 7.4.